Dataset: Catalyst prediction with 721,799 reactions and 888 catalyst types from USPTO. Task: Predict which catalyst facilitates the given reaction. (1) The catalyst class is: 4. Reactant: [CH3:1][O:2][C:3]([C:5]1[N:6]=[C:7]([NH:10][C:11](=[O:36])[C@@H:12]([NH:20][C:21](=[O:35])[CH:22]([NH2:34])[C:23]2[CH:28]=[CH:27][C:26]([O:29][CH2:30][CH2:31][O:32][CH3:33])=[CH:25][CH:24]=2)[CH2:13][C:14]2[CH:19]=[CH:18][CH:17]=[CH:16][CH:15]=2)[S:8][CH:9]=1)=[O:4].C(N(C(C)C)CC)(C)C.[O:46]=[C:47](Cl)OC(Cl)(Cl)Cl.O. Product: [CH3:1][O:2][C:3]([C:5]1[N:6]=[C:7]([NH:10][C:11](=[O:36])[C@@H:12]([N:20]2[C:21](=[O:35])[CH:22]([C:23]3[CH:28]=[CH:27][C:26]([O:29][CH2:30][CH2:31][O:32][CH3:33])=[CH:25][CH:24]=3)[NH:34][C:47]2=[O:46])[CH2:13][C:14]2[CH:15]=[CH:16][CH:17]=[CH:18][CH:19]=2)[S:8][CH:9]=1)=[O:4]. (2) Reactant: [CH2:1]([O:3][C:4]([CH2:6][CH2:7][N:8]([S:17]([C:20]1[CH:25]=[CH:24][C:23]([O:26][C:27]2[CH:32]=[CH:31][C:30]([F:33])=[CH:29][CH:28]=2)=[CH:22][CH:21]=1)(=[O:19])=[O:18])[C:9]1([C:14]([OH:16])=[O:15])[CH2:13][CH2:12][CH2:11][CH2:10]1)=[O:5])[CH3:2].[CH:34]1([NH:40][CH:41]2[CH2:46][CH2:45][CH2:44][CH2:43][CH2:42]2)[CH2:39][CH2:38][CH2:37][CH2:36][CH2:35]1. Product: [CH:41]1([NH2+:40][CH:34]2[CH2:35][CH2:36][CH2:37][CH2:38][CH2:39]2)[CH2:42][CH2:43][CH2:44][CH2:45][CH2:46]1.[CH2:1]([O:3][C:4]([CH2:6][CH2:7][N:8]([S:17]([C:20]1[CH:21]=[CH:22][C:23]([O:26][C:27]2[CH:28]=[CH:29][C:30]([F:33])=[CH:31][CH:32]=2)=[CH:24][CH:25]=1)(=[O:19])=[O:18])[C:9]1([C:14]([O-:16])=[O:15])[CH2:13][CH2:12][CH2:11][CH2:10]1)=[O:5])[CH3:2]. The catalyst class is: 8. (3) Reactant: [C:1]([C:5]1[O:9][N:8]=[C:7]([NH:10][C:11](=[O:37])[CH2:12][C:13]2[CH:18]=[CH:17][C:16]([C:19]3[CH:20]=[C:21]4[C:27]([CH:28]=[O:29])=[N:26][N:25](C5CCCCO5)[C:22]4=[N:23][CH:24]=3)=[CH:15][C:14]=2[F:36])[CH:6]=1)([CH3:4])([CH3:3])[CH3:2].[BH4-].[Na+].Cl. Product: [C:1]([C:5]1[O:9][N:8]=[C:7]([NH:10][C:11](=[O:37])[CH2:12][C:13]2[CH:18]=[CH:17][C:16]([C:19]3[CH:20]=[C:21]4[C:27]([CH2:28][OH:29])=[N:26][NH:25][C:22]4=[N:23][CH:24]=3)=[CH:15][C:14]=2[F:36])[CH:6]=1)([CH3:4])([CH3:2])[CH3:3]. The catalyst class is: 71. (4) Reactant: C([N:8]([CH2:18][C@H:19]1[CH2:23][O:22][C:21]([NH2:24])=[N:20]1)[C:9]1[CH:14]=[CH:13][C:12]([F:15])=[C:11]([O:16][CH3:17])[CH:10]=1)C1C=CC=CC=1.C([O-])=O.[NH4+]. Product: [F:15][C:12]1[CH:13]=[CH:14][C:9]([NH:8][CH2:18][C@H:19]2[CH2:23][O:22][C:21]([NH2:24])=[N:20]2)=[CH:10][C:11]=1[O:16][CH3:17]. The catalyst class is: 19. (5) Reactant: [CH:1]1([C:4]2[N:8]3[CH2:9][CH2:10][CH2:11][C@@H:12]([C:13]4[N:17]5[CH:18]=[CH:19][N:20]=[C:21]([NH:22]CC6C=CC(OC)=CC=6OC)[C:16]5=[C:15]([C:34]5[CH:52]=[CH:51][C:37]([C:38]([NH:40][C:41]6[CH:46]=[C:45]([C:47]([F:50])([F:49])[F:48])[CH:44]=[CH:43][N:42]=6)=[O:39])=[CH:36][CH:35]=5)[N:14]=4)[C:7]3=[N:6][N:5]=2)[CH2:3][CH2:2]1. Product: [NH2:22][C:21]1[C:16]2[N:17]([C:13]([C@@H:12]3[CH2:11][CH2:10][CH2:9][N:8]4[C:4]([CH:1]5[CH2:3][CH2:2]5)=[N:5][N:6]=[C:7]34)=[N:14][C:15]=2[C:34]2[CH:35]=[CH:36][C:37]([C:38]([NH:40][C:41]3[CH:46]=[C:45]([C:47]([F:50])([F:49])[F:48])[CH:44]=[CH:43][N:42]=3)=[O:39])=[CH:51][CH:52]=2)[CH:18]=[CH:19][N:20]=1. The catalyst class is: 67.